Dataset: Full USPTO retrosynthesis dataset with 1.9M reactions from patents (1976-2016). Task: Predict the reactants needed to synthesize the given product. (1) The reactants are: [CH3:1][C:2]1[O:6][N:5]=[C:4]([C:7]2[CH:12]=[CH:11][CH:10]=[CH:9][CH:8]=2)[C:3]=1[CH2:13][O:14][C:15]1[N:20]=[CH:19][C:18]([C:21]([NH:23][CH:24]2[CH2:29][CH2:28][CH2:27][N:26]([CH2:30][C:31]([OH:33])=O)[CH2:25]2)=[O:22])=[CH:17][CH:16]=1.[NH2:34][CH:35]1[CH2:40][CH2:39][O:38][CH2:37][CH2:36]1. Given the product [CH3:1][C:2]1[O:6][N:5]=[C:4]([C:7]2[CH:8]=[CH:9][CH:10]=[CH:11][CH:12]=2)[C:3]=1[CH2:13][O:14][C:15]1[CH:16]=[CH:17][C:18]([C:21]([NH:23][CH:24]2[CH2:29][CH2:28][CH2:27][N:26]([CH2:30][C:31](=[O:33])[NH:34][CH:35]3[CH2:40][CH2:39][O:38][CH2:37][CH2:36]3)[CH2:25]2)=[O:22])=[CH:19][N:20]=1, predict the reactants needed to synthesize it. (2) Given the product [NH:20]1[C:17]2=[N:18][CH:19]=[C:14]([C:39]3[CH:38]=[CH:37][C:36]([N:35]([CH3:45])[CH3:34])=[N:41][CH:40]=3)[CH:15]=[C:16]2[C:22]([C:62]2[CH:63]=[CH:64][C:65]([N:68]([CH3:69])[CH3:2])=[N:66][CH:67]=2)=[CH:21]1, predict the reactants needed to synthesize it. The reactants are: N1C2C(=CC(B(O)O)=CC=2)C=[CH:2]1.Br[C:14]1[CH:15]=[C:16]2[C:22](I)=[CH:21][N:20](S(C3C=CC(C)=CC=3)(=O)=O)[C:17]2=[N:18][CH:19]=1.[CH3:34][N:35]([CH3:45])[C:36]1[N:41]=[CH:40][C:39](B(O)O)=[CH:38][CH:37]=1.COC1C=C(B(O)O)C=C(OC)C=1OC.Br[C:62]1[CH:63]=[C:64]2C(C3C=C4C(=CC=3)NC=C4)=[CH:69][N:68](S(C3C=CC(C)=CC=3)(=O)=O)[C:65]2=[N:66][CH:67]=1. (3) Given the product [CH3:2][O:3][N:4]1[CH2:10][CH2:9][N:8]2[C:35](=[O:37])[CH:30]([C:21]3[C:22]([CH3:29])=[CH:23][C:24]([CH3:28])=[CH:25][C:26]=3[CH3:27])[C:31](=[O:32])[N:7]2[CH2:6][CH2:5]1, predict the reactants needed to synthesize it. The reactants are: Cl.[CH3:2][O:3][N:4]1[CH2:10][CH2:9][NH:8][NH:7][CH2:6][CH2:5]1.C(N(CC)CC)C.ClC([C:21]1([CH:30]=[C:31]=[O:32])[C:26]([CH3:27])=[CH:25][C:24]([CH3:28])=[CH:23][CH:22]1[CH3:29])=O.[OH-].[Na+].[CH2:35]([O:37]CC)C. (4) Given the product [CH3:19][C:16]1[CH:15]=[C:3]2[C:2](=[CH:18][CH:17]=1)[N:1]=[CH:20][N:6]([CH:7]1[CH2:12][CH2:11][C:10](=[O:13])[NH:9][C:8]1=[O:14])[C:4]2=[O:5], predict the reactants needed to synthesize it. The reactants are: [NH2:1][C:2]1[CH:18]=[CH:17][C:16]([CH3:19])=[CH:15][C:3]=1[C:4]([NH:6][CH:7]1[CH2:12][CH2:11][C:10](=[O:13])[NH:9][C:8]1=[O:14])=[O:5].[CH:20](OC)(OC)OC.C1(C)C=CC(S(O)(=O)=O)=CC=1.CO. (5) Given the product [Cl:1][C:2]1[C:3]([NH:20][CH:21]2[CH2:22][CH:23]3[CH2:27][NH:26][CH2:25][CH:24]3[CH2:35]2)=[N:4][C:5]([NH:8][C:9]2[CH:10]=[CH:11][C:12]3[C:16]([CH:17]=2)=[N:15][N:14]([CH3:18])[C:13]=3[CH3:19])=[N:6][CH:7]=1, predict the reactants needed to synthesize it. The reactants are: [Cl:1][C:2]1[C:3]([NH:20][CH:21]2[CH2:35][CH:24]3[CH2:25][N:26](C(OC(C)(C)C)=O)[CH2:27][CH:23]3[CH2:22]2)=[N:4][C:5]([NH:8][C:9]2[CH:10]=[CH:11][C:12]3[C:16]([CH:17]=2)=[N:15][N:14]([CH3:18])[C:13]=3[CH3:19])=[N:6][CH:7]=1.Cl.CCOC(C)=O. (6) Given the product [NH2:16][CH2:15][C:11]1([OH:14])[CH2:12][CH2:13][N:8]([CH3:6])[CH2:9][CH2:10]1, predict the reactants needed to synthesize it. The reactants are: C(O[C:6]([N:8]1[CH2:13][CH2:12][C:11]([CH2:15][NH2:16])([OH:14])[CH2:10][CH2:9]1)=O)(C)(C)C.[H-].[Al+3].[Li+].[H-].[H-].[H-].O.O.O.O.C(C(C(C([O-])=O)O)O)([O-])=O.[Na+].[K+].